This data is from Full USPTO retrosynthesis dataset with 1.9M reactions from patents (1976-2016). The task is: Predict the reactants needed to synthesize the given product. Given the product [Cl:1][C:2]1[CH:11]=[C:10]([C:12](=[O:14])[CH3:13])[C:9]([N:15]2[CH2:16][CH2:17][N:18]([C:24](=[O:25])[C:23]3[CH:27]=[CH:28][CH:29]=[CH:30][C:22]=3[F:21])[CH2:19][CH2:20]2)=[C:8]2[C:3]=1[CH:4]=[CH:5][CH:6]=[N:7]2, predict the reactants needed to synthesize it. The reactants are: [Cl:1][C:2]1[CH:11]=[C:10]([C:12](=[O:14])[CH3:13])[C:9]([N:15]2[CH2:20][CH2:19][NH:18][CH2:17][CH2:16]2)=[C:8]2[C:3]=1[CH:4]=[CH:5][CH:6]=[N:7]2.[F:21][C:22]1[CH:30]=[CH:29][CH:28]=[CH:27][C:23]=1[C:24](Cl)=[O:25].C(N(CC)CC)C.